From a dataset of Catalyst prediction with 721,799 reactions and 888 catalyst types from USPTO. Predict which catalyst facilitates the given reaction. (1) Reactant: [C:1](Cl)(Cl)=[O:2].[NH2:5][C:6]1[CH:15]=[CH:14][CH:13]=[C:12]2[C:7]=1[CH:8]=[CH:9][N:10]=[CH:11]2. Product: [N:5]([C:6]1[CH:15]=[CH:14][CH:13]=[C:12]2[C:7]=1[CH:8]=[CH:9][N:10]=[CH:11]2)=[C:1]=[O:2]. The catalyst class is: 64. (2) Reactant: [OH-].[K+].[CH3:3]C1C=CC(S(N(N=O)C)(=O)=O)=CC=1.C(O)CO.CCOCC.[NH:26]1[C:30]2[CH:31]=[CH:32][C:33]([N:35]3[CH:39]([C:40]4[CH:45]=[C:44]([Br:46])[CH:43]=[CH:42][C:41]=4[F:47])[C:38]([CH3:48])=[C:37]([OH:49])[C:36]3=[O:50])=[CH:34][C:29]=2[N:28]=[CH:27]1. Product: [NH:28]1[C:29]2[CH:34]=[C:33]([N:35]3[CH:39]([C:40]4[CH:45]=[C:44]([Br:46])[CH:43]=[CH:42][C:41]=4[F:47])[C:38]([CH3:48])=[C:37]([O:49][CH3:3])[C:36]3=[O:50])[CH:32]=[CH:31][C:30]=2[N:26]=[CH:27]1. The catalyst class is: 5. (3) Reactant: C(OC(=O)[NH:7][C:8]1[CH:13]=[CH:12][C:11]([C:14]2[NH:23][C:17]3=[N:18][CH:19]=[C:20]([Cl:22])[CH:21]=[C:16]3[C:15]=2[C:24]2[CH:25]=[N:26][CH:27]=[N:28][CH:29]=2)=[CH:10][CH:9]=1)(C)(C)C. Product: [Cl:22][C:20]1[CH:21]=[C:16]2[C:15]([C:24]3[CH:29]=[N:28][CH:27]=[N:26][CH:25]=3)=[C:14]([C:11]3[CH:10]=[CH:9][C:8]([NH2:7])=[CH:13][CH:12]=3)[NH:23][C:17]2=[N:18][CH:19]=1. The catalyst class is: 281. (4) Reactant: [Cl:1][C:2]1[CH:7]=[C:6]([Cl:8])[C:5]([O:9][CH3:10])=[CH:4][C:3]=1[NH:11][C:12]1[C:17]([C:18]#[N:19])=[CH:16][N:15]=[C:14]2[CH:20]=[C:21]([C:23]3[CH:27]=[C:26]([CH:28]4OCC[O:29]4)[S:25][CH:24]=3)[S:22][C:13]=12.Cl.C(=O)(O)[O-].[Na+]. Product: [Cl:1][C:2]1[CH:7]=[C:6]([Cl:8])[C:5]([O:9][CH3:10])=[CH:4][C:3]=1[NH:11][C:12]1[C:17]([C:18]#[N:19])=[CH:16][N:15]=[C:14]2[CH:20]=[C:21]([C:23]3[CH:27]=[C:26]([CH:28]=[O:29])[S:25][CH:24]=3)[S:22][C:13]=12. The catalyst class is: 7. (5) Reactant: [C:1]([O:5][C:6]([NH:8][C:9]1[CH:14]=[CH:13][CH:12]=[CH:11][C:10]=1[NH:15][C:16](=[O:25])[CH2:17][CH2:18][CH2:19][CH2:20][CH2:21][C:22]([OH:24])=O)=[O:7])([CH3:4])([CH3:3])[CH3:2].[NH2:26][C:27]1[CH:28]=[C:29]([OH:33])[CH:30]=[CH:31][CH:32]=1.CN(C(ON1N=NC2C=CC=CC1=2)=[N+](C)C)C.F[P-](F)(F)(F)(F)F.CCN(C(C)C)C(C)C. Product: [OH:33][C:29]1[CH:28]=[C:27]([NH:26][C:22](=[O:24])[CH2:21][CH2:20][CH2:19][CH2:18][CH2:17][C:16]([NH:15][C:10]2[CH:11]=[CH:12][CH:13]=[CH:14][C:9]=2[NH:8][C:6](=[O:7])[O:5][C:1]([CH3:2])([CH3:3])[CH3:4])=[O:25])[CH:32]=[CH:31][CH:30]=1. The catalyst class is: 18.